This data is from Forward reaction prediction with 1.9M reactions from USPTO patents (1976-2016). The task is: Predict the product of the given reaction. (1) Given the reactants [Cl:1][C:2]1[CH:3]=[CH:4][C:5]([C:13]([OH:15])=O)=[N:6][C:7]=1[O:8][CH2:9][CH:10]1[CH2:12][CH2:11]1.[CH3:16][C:17]([NH2:24])([C:19]1[N:23]=[CH:22][O:21][N:20]=1)[CH3:18], predict the reaction product. The product is: [CH3:16][C:17]([NH:24][C:13]([C:5]1[CH:4]=[CH:3][C:2]([Cl:1])=[C:7]([O:8][CH2:9][CH:10]2[CH2:11][CH2:12]2)[N:6]=1)=[O:15])([C:19]1[N:23]=[CH:22][O:21][N:20]=1)[CH3:18]. (2) Given the reactants [NH2:1][C:2]1[CH:3]=[C:4]([C@:8]23[CH2:16][N:15]([C:17]4[N:22]=[CH:21][C:20]([F:23])=[CH:19][N:18]=4)[CH2:14][C@H:13]2[CH2:12][S:11][C:10]([NH:24][C:25](=[O:32])[C:26]2[CH:31]=[CH:30][CH:29]=[CH:28][CH:27]=2)=[N:9]3)[CH:5]=[CH:6][CH:7]=1.[C:33]([C:35]1[CH:36]=[CH:37][C:38]([C:41](O)=[O:42])=[N:39][CH:40]=1)#[N:34].ON1C2C=CC=CC=2N=N1.Cl.CN(C)CCCN=C=NCC.C(N(C(C)C)CC)(C)C, predict the reaction product. The product is: [C:25]([NH:24][C:10]1[S:11][CH2:12][C@@H:13]2[CH2:14][N:15]([C:17]3[N:22]=[CH:21][C:20]([F:23])=[CH:19][N:18]=3)[CH2:16][C@:8]2([C:4]2[CH:3]=[C:2]([NH:1][C:41]([C:38]3[CH:37]=[CH:36][C:35]([C:33]#[N:34])=[CH:40][N:39]=3)=[O:42])[CH:7]=[CH:6][CH:5]=2)[N:9]=1)(=[O:32])[C:26]1[CH:27]=[CH:28][CH:29]=[CH:30][CH:31]=1. (3) Given the reactants CC1(C)C(C)(C)OB([C:9]2[CH:10]=[C:11]3[C:16](=[C:17]([O:19]COCC[Si](C)(C)C)[CH:18]=2)[N:15]=[CH:14][N:13](COCC[Si](C)(C)C)[C:12]3=[O:36])O1.I[C:39]1[S:43][C:42]([CH3:44])=[N:41][C:40]=1[CH2:45][O:46][CH3:47].FC1C=C(I)C=C(F)C=1F.C(=O)([O-])[O-].[K+].[K+], predict the reaction product. The product is: [OH:19][C:17]1[CH:18]=[C:9]([C:39]2[S:43][C:42]([CH3:44])=[N:41][C:40]=2[CH2:45][O:46][CH3:47])[CH:10]=[C:11]2[C:16]=1[N:15]=[CH:14][NH:13][C:12]2=[O:36]. (4) Given the reactants C([O:3][C:4]([C:6]12[CH2:23][CH:22]1[CH:21]=[CH:20][CH2:19][CH2:18][CH2:17][CH2:16][N:15]([CH3:24])[C:14](=[O:25])[CH:13]1[CH:9]([CH2:10][CH:11]([O:26][C:27]3[C:36]4[C:31](=[C:32]([CH3:39])[C:33]([O:37][CH3:38])=[CH:34][CH:35]=4)[N:30]=[C:29]([C:40]4[CH:45]=[CH:44][C:43]([O:46][CH3:47])=[CH:42][CH:41]=4)[N:28]=3)[CH2:12]1)[C:8](=[O:48])[NH:7]2)=[O:5])C.BrCC(=O)C(C)C.[OH-].[Li+], predict the reaction product. The product is: [CH3:38][O:37][C:33]1[C:32]([CH3:39])=[C:31]2[C:36]([C:27]([O:26][CH:11]3[CH2:10][CH:9]4[CH:13]([C:14](=[O:25])[N:15]([CH3:24])[CH2:16][CH2:17][CH2:18][CH2:19][CH:20]=[CH:21][CH:22]5[C:6]([C:4]([OH:5])=[O:3])([NH:7][C:8]4=[O:48])[CH2:23]5)[CH2:12]3)=[N:28][C:29]([C:40]3[CH:41]=[CH:42][C:43]([O:46][CH3:47])=[CH:44][CH:45]=3)=[N:30]2)=[CH:35][CH:34]=1. (5) The product is: [CH:87]1[CH:86]=[C:85]2[CH:84]=[CH:83][C:82]3[O:91][P:92]([OH:95])(=[O:93])[O:94][C:79]4[CH:78]=[CH:77][C:75]5[C:74]([C:80]=4[C:81]=3[C:90]2=[CH:89][CH:88]=1)=[CH:73][CH:72]=[CH:71][CH:76]=5.[CH3:4][C:2]([C:5]1[CH:6]=[CH:7][C:8]([C@H:11]([OH:35])[CH2:12][CH2:13][CH2:14][N:15]2[CH2:20][CH2:19][CH:18]([C:21]([OH:34])([C:28]3[CH:33]=[CH:32][CH:31]=[CH:30][CH:29]=3)[C:22]3[CH:27]=[CH:26][CH:25]=[CH:24][CH:23]=3)[CH2:17][CH2:16]2)=[CH:9][CH:10]=1)([CH3:1])[CH3:3]. Given the reactants [CH3:1][C:2]([C:5]1[CH:6]=[CH:7][C:8]([CH:11]([OH:35])[CH2:12][CH2:13][CH2:14][N:15]2[CH2:20][CH2:19][CH:18]([C:21]([OH:34])([C:28]3[CH:29]=[CH:30][CH:31]=[CH:32][CH:33]=3)[C:22]3[CH:23]=[CH:24][CH:25]=[CH:26][CH:27]=3)[CH2:17][CH2:16]2)=[CH:9][CH:10]=1)([CH3:4])[CH3:3].[CH3:4][C:2]([C:5]1[CH:6]=[CH:7][C:8]([CH:11]([OH:35])[CH2:12][CH2:13][CH2:14][N:15]2[CH2:20][CH2:19][CH:18]([C:21]([OH:34])([C:28]3[CH:33]=[CH:32][CH:31]=[CH:30][CH:29]=3)[C:22]3[CH:27]=[CH:26][CH:25]=[CH:24][CH:23]=3)[CH2:17][CH2:16]2)=[CH:9][CH:10]=1)([CH3:1])[CH3:3].[CH:71]1[CH:76]=[C:75]2[CH:77]=[CH:78][C:79]3[O:94][P:92]([OH:95])(=[O:93])[O:91][C:82]4[CH:83]=[CH:84][C:85]5[C:90]([C:81]=4[C:80]=3[C:74]2=[CH:73][CH:72]=1)=[CH:89][CH:88]=[CH:87][CH:86]=5, predict the reaction product. (6) Given the reactants [CH:1]1([N:4]2[CH2:9][C:8]3([CH2:14][CH2:13][N:12]([CH:15]([C:20]4[CH:25]=[CH:24][C:23]([C:26]5[CH:35]=[C:34]6[C:29]([CH:30]=[CH:31][CH:32]=[N:33]6)=[CH:28][CH:27]=5)=[CH:22][C:21]=4[F:36])[C:16]([O:18]C)=O)[CH2:11][CH2:10]3)[O:7][CH2:6][C:5]2=[O:37])[CH2:3][CH2:2]1.[OH-:38].[K+].[NH2:40]O, predict the reaction product. The product is: [CH:1]1([N:4]2[CH2:9][C:8]3([CH2:14][CH2:13][N:12]([CH:15]([C:20]4[CH:25]=[CH:24][C:23]([C:26]5[CH:35]=[C:34]6[C:29]([CH:30]=[CH:31][CH:32]=[N:33]6)=[CH:28][CH:27]=5)=[CH:22][C:21]=4[F:36])[C:16]([NH:40][OH:38])=[O:18])[CH2:11][CH2:10]3)[O:7][CH2:6][C:5]2=[O:37])[CH2:2][CH2:3]1. (7) Given the reactants [C:1]([O:5][C:6](=[O:38])[CH2:7][O:8][C:9]1[C:14]2[CH2:15][CH2:16][CH2:17][CH2:18][CH:19]([NH:20][S:21]([C:24]3[CH:29]=[C:28]([C:30]([F:33])([F:32])[F:31])[CH:27]=[C:26]([S:34]([CH3:37])(=[O:36])=[O:35])[CH:25]=3)(=[O:23])=[O:22])[C:13]=2[CH:12]=[CH:11][CH:10]=1)([CH3:4])([CH3:3])[CH3:2].CI.[C:41]([O-])([O-])=O.[K+].[K+], predict the reaction product. The product is: [C:1]([O:5][C:6](=[O:38])[CH2:7][O:8][C:9]1[C:14]2[CH2:15][CH2:16][CH2:17][CH2:18][CH:19]([N:20]([S:21]([C:24]3[CH:29]=[C:28]([C:30]([F:33])([F:32])[F:31])[CH:27]=[C:26]([S:34]([CH3:37])(=[O:36])=[O:35])[CH:25]=3)(=[O:22])=[O:23])[CH3:41])[C:13]=2[CH:12]=[CH:11][CH:10]=1)([CH3:4])([CH3:3])[CH3:2].